Dataset: Merck oncology drug combination screen with 23,052 pairs across 39 cell lines. Task: Regression. Given two drug SMILES strings and cell line genomic features, predict the synergy score measuring deviation from expected non-interaction effect. (1) Drug 1: C=CCn1c(=O)c2cnc(Nc3ccc(N4CCN(C)CC4)cc3)nc2n1-c1cccc(C(C)(C)O)n1. Drug 2: O=C(NOCC(O)CO)c1ccc(F)c(F)c1Nc1ccc(I)cc1F. Cell line: ZR751. Synergy scores: synergy=-5.43. (2) Drug 1: CC(C)CC(NC(=O)C(Cc1ccccc1)NC(=O)c1cnccn1)B(O)O. Drug 2: CCc1c2c(nc3ccc(O)cc13)-c1cc3c(c(=O)n1C2)COC(=O)C3(O)CC. Cell line: NCIH1650. Synergy scores: synergy=-17.4. (3) Drug 1: O=C(CCCCCCC(=O)Nc1ccccc1)NO. Drug 2: CCC1(O)C(=O)OCc2c1cc1n(c2=O)Cc2cc3c(CN(C)C)c(O)ccc3nc2-1. Cell line: DLD1. Synergy scores: synergy=3.94. (4) Drug 1: CS(=O)(=O)CCNCc1ccc(-c2ccc3ncnc(Nc4ccc(OCc5cccc(F)c5)c(Cl)c4)c3c2)o1. Drug 2: CC1(c2nc3c(C(N)=O)cccc3[nH]2)CCCN1. Cell line: UACC62. Synergy scores: synergy=0.846.